The task is: Binary Classification. Given a miRNA mature sequence and a target amino acid sequence, predict their likelihood of interaction.. This data is from Experimentally validated miRNA-target interactions with 360,000+ pairs, plus equal number of negative samples. (1) The miRNA is hsa-miR-4460 with sequence AUAGUGGUUGUGAAUUUACCUU. The protein sequence of the target gene is MEAARDYAGALIRPLTFMGSQTKRVLFTPLMHPARPFRVSNHDRSSRRGVMASSLQELISKTLDALVIATGLVTLVLEEDGTVVDTEEFFQTLGDNTHFMILEKGQKWMPGSQHVPTCSPPKRSGIARVTFDLYRLNPKDFIGCLNVKATMYEMYSVSYDIRCTGLKGLLRSLLRFLSYSAQVTGQFLIYLGTYMLRVLDDKEERPSLRSQAKGRFTCG. Result: 0 (no interaction). (2) The miRNA is hsa-miR-3161 with sequence CUGAUAAGAACAGAGGCCCAGAU. The protein sequence of the target gene is MAVRRDSVWKYCWGVLMVLCRTAISKSIVLEPIYWNSSNSKFLPGQGLVLYPQIGDKLDIICPKVDSKTVGQYEYYKVYMVDKDQADRCTIKKENTPLLNCAKPDQDIKFTIKFQEFSPNLWGLEFQKNKDYYIISTSNGSLEGLDNQEGGVCQTRAMKILMKVGQDASSAGSTRNKDPTRRPELEAGTNGRSSTTSPFVKPNPGSSTDGNSAGHSGNNILGSEVALFAGIASGCIIFIVIIITLVVLLLKYRRRHRKHSPQHTTTLSLSTLATPKRSGNNNGSEPSDIIIPLRTADSVF.... Result: 1 (interaction). (3) The protein sequence of the target gene is MEQRRVTDFFARRRPGPPRIAPPKLACRTPSPARPALRAPASATSGSRKRARPPAAPGRDQARPPARRRLRLSVDEVSSPSTPEAPDIPACPSPGQKIKKSTPAAGQPPHLTSAQDQDTISELASCLQRARELGARVRALKASAQDAGESCTPEAEGRPEEPCGEKAPAYQRFHALAQPGLPGLVLPYKYQVLAEMFRSMDTIVGMLHNRSETPTFAKVQRGVQDMMRRRFEECNVGQIKTVYPASYRFRQERSVPTFKDGTRRSDYQLTIEPLLEQEADGAAPQLTASRLLQRRQIFSQ.... Result: 1 (interaction). The miRNA is hsa-miR-3926 with sequence UGGCCAAAAAGCAGGCAGAGA. (4) The miRNA is hsa-miR-208a-5p with sequence GAGCUUUUGGCCCGGGUUAUAC. The protein sequence of the target gene is MPSETHAMLATLARVAALRRTCLFSGRGGGRGLWTGRPQSDMNNIKPLEGVKILDLTRVLAGPFATMNLGDLGAEVIKVERPGAGDDTRTWGPPFVGTESTYYLSVNRNKKSIAVNIKDPKGVKIIKELAAVCDVFVENYVPGKLSAMGLGYEDIDEIAPHIIYCSITGYGQTGPISQRAGYDAVASAVSGLMHITGPENGDPVRPGVAMTDLATGLYAYGAIMAGLIQKYKTGKGLFIDCNLLSSQVACLSHIAANYLIGQKEAKRWGTAHGSIVPYQAFKTKDGYIVVGAGNNQQFAT.... Result: 0 (no interaction). (5) The miRNA is hsa-miR-548as-3p with sequence UAAAACCCACAAUUAUGUUUGU. The protein sequence of the target gene is MAAQIPIVATTSTPGIVRNSKKRPASPSHNGSSGGGYGASKKKKASASSFAQGISMEAMSENKMVPSEFSTGPVEKAAKPLPFKDPNFVHSGHGGAVAGKKNRTWKNLKQILASERALPWQLNDPNYFSIDAPPSFKPAKKYSDVSGLLANYTDPQSKLRFSTIEEFSYIRRLPSDVVTGYLALRKATSIVP. Result: 1 (interaction). (6) The miRNA is hsa-miR-5196-5p with sequence AGGGAAGGGGACGAGGGUUGGG. The protein sequence of the target gene is MRTYRYFLLLFWVGQPYPTLSTPLSKRTSGFPAKKRALELSGNSKNELNRSKRSWMWNQFFLLEEYTGSDYQYVGKLHSDQDRGDGSLKYILSGDGAGDLFIINENTGDIQATKRLDREEKPVYILRAQAINRRTGRPVEPESEFIIKIHDINDNEPIFTKEVYTATVPEMSDVGTFVVQVTATDADDPTYGNSAKVVYSILQGQPYFSVESETGIIKTALLNMDRENREQYQVVIQAKDMGGQMGGLSGTTTVNITLTDVNDNPPRFPQSTYQFKTPESSPPGTPIGRIKASDADVGEN.... Result: 1 (interaction). (7) The miRNA is hsa-miR-30c-5p with sequence UGUAAACAUCCUACACUCUCAGC. The protein sequence of the target gene is MGPWSRSLSALLLLLQVSSWLCQEPEPCHPGFDAESYTFTVPRRHLERGRVLGRVNFEDCTGRQRTAYFSLDTRFKVGTDGVITVKRPLRFHNPQIHFLVYAWDSTYRKFSTKVTLNTVGHHHRPPPHQASVSGIQAELLTFPNSSPGLRRQKRDWVIPPISCPENEKGPFPKNLVQIKSNKDKEGKVFYSITGQGADTPPVGVFIIERETGWLKVTEPLDRERIATYTLFSHAVSSNGNAVEDPMEILITVTDQNDNKPEFTQEVFKGSVMEGALPGTSVMEVTATDADDDVNTYNAAI.... Result: 1 (interaction).